Dataset: Full USPTO retrosynthesis dataset with 1.9M reactions from patents (1976-2016). Task: Predict the reactants needed to synthesize the given product. Given the product [ClH:1].[ClH:1].[ClH:1].[CH3:18][N:16]1[CH:17]=[C:13]([NH:12][C:10](=[O:11])[C:9]2[CH:19]=[CH:20][CH:21]=[C:7]([C@@H:5]3[CH2:6][C@H:4]3[NH:3][CH:28]3[CH2:27][CH2:26][N:25]([CH2:24][C:23]([F:33])([F:22])[F:32])[CH2:30][CH2:29]3)[CH:8]=2)[CH:14]=[N:15]1, predict the reactants needed to synthesize it. The reactants are: [ClH:1].Cl.[NH2:3][C@@H:4]1[CH2:6][C@H:5]1[C:7]1[CH:8]=[C:9]([CH:19]=[CH:20][CH:21]=1)[C:10]([NH:12][C:13]1[CH:14]=[N:15][N:16]([CH3:18])[CH:17]=1)=[O:11].[F:22][C:23]([F:33])([F:32])[CH2:24][N:25]1[CH2:30][CH2:29][C:28](=O)[CH2:27][CH2:26]1.C(=O)([O-])O.[Na+].